From a dataset of Catalyst prediction with 721,799 reactions and 888 catalyst types from USPTO. Predict which catalyst facilitates the given reaction. Reactant: [F:1][C:2]([F:15])([F:14])[CH:3]([OH:13])[C:4]1[CH:9]=[CH:8][CH:7]=[CH:6][C:5]=1[N+:10]([O-])=O.[H][H]. Product: [F:1][C:2]([F:14])([F:15])[CH:3]([OH:13])[C:4]1[CH:9]=[CH:8][CH:7]=[CH:6][C:5]=1[NH2:10]. The catalyst class is: 171.